Dataset: Peptide-MHC class I binding affinity with 185,985 pairs from IEDB/IMGT. Task: Regression. Given a peptide amino acid sequence and an MHC pseudo amino acid sequence, predict their binding affinity value. This is MHC class I binding data. (1) The peptide sequence is FPRYPLNVL. The MHC is HLA-B51:01 with pseudo-sequence HLA-B51:01. The binding affinity (normalized) is 0.0847. (2) The peptide sequence is QLQKIERWF. The MHC is HLA-B08:01 with pseudo-sequence HLA-B08:01. The binding affinity (normalized) is 0.0847. (3) The peptide sequence is KSTSPTRTWK. The MHC is HLA-A68:01 with pseudo-sequence HLA-A68:01. The binding affinity (normalized) is 0.431. (4) The peptide sequence is ITSGFLGPLL. The MHC is Patr-B0101 with pseudo-sequence Patr-B0101. The binding affinity (normalized) is 0.591. (5) The peptide sequence is HTAEIQQFF. The MHC is HLA-A68:01 with pseudo-sequence HLA-A68:01. The binding affinity (normalized) is 1.00. (6) The peptide sequence is ILQLIRHGR. The MHC is HLA-A68:01 with pseudo-sequence HLA-A68:01. The binding affinity (normalized) is 0.601. (7) The peptide sequence is YFTFDLTAL. The MHC is HLA-A02:19 with pseudo-sequence HLA-A02:19. The binding affinity (normalized) is 0.0847. (8) The MHC is HLA-B27:03 with pseudo-sequence HLA-B27:03. The peptide sequence is KPTFKHASV. The binding affinity (normalized) is 0.0847. (9) The peptide sequence is EFFMMVLLI. The MHC is HLA-A23:01 with pseudo-sequence HLA-A23:01. The binding affinity (normalized) is 0.337. (10) The peptide sequence is IMMLKLLTEF. The MHC is HLA-B15:01 with pseudo-sequence HLA-B15:01. The binding affinity (normalized) is 0.831.